From a dataset of Forward reaction prediction with 1.9M reactions from USPTO patents (1976-2016). Predict the product of the given reaction. (1) Given the reactants [O:1]1[CH2:6][CH2:5][CH:4]([CH2:7][CH2:8][OH:9])[CH2:3][CH2:2]1.[C:10]1([CH3:20])[CH:15]=[CH:14][C:13]([S:16](Cl)(=[O:18])=[O:17])=[CH:12][CH:11]=1, predict the reaction product. The product is: [CH3:20][C:10]1[CH:15]=[CH:14][C:13]([S:16]([O:9][CH2:8][CH2:7][CH:4]2[CH2:5][CH2:6][O:1][CH2:2][CH2:3]2)(=[O:18])=[O:17])=[CH:12][CH:11]=1. (2) Given the reactants [CH2:1]([O:8][C:9]1[CH:14]=[CH:13][C:12]([CH2:15][C:16](=[O:21])[CH2:17][CH2:18][CH2:19][CH3:20])=[CH:11][CH:10]=1)[C:2]1[CH:7]=[CH:6][CH:5]=[CH:4][CH:3]=1.[CH2:22]([O:24][C:25](=[O:28])[CH:26]=[O:27])[CH3:23], predict the reaction product. The product is: [CH2:22]([O:24][C:25](=[O:28])[CH:26]([OH:27])[CH:15]([C:12]1[CH:11]=[CH:10][C:9]([O:8][CH2:1][C:2]2[CH:3]=[CH:4][CH:5]=[CH:6][CH:7]=2)=[CH:14][CH:13]=1)[C:16](=[O:21])[CH2:17][CH2:18][CH2:19][CH3:20])[CH3:23]. (3) Given the reactants [CH2:1]([C:3]1[C:15]([CH2:16][CH2:17][NH2:18])=[C:6]2[C:7]3[CH:13]=[C:12]([CH3:14])[O:11][C:8]=3[CH:9]=[CH:10][N:5]2[N:4]=1)[CH3:2].C(N(CC)CC)C.[C:26](Cl)(=[O:28])[CH3:27].C(=O)([O-])O.[Na+], predict the reaction product. The product is: [CH2:1]([C:3]1[C:15]([CH2:16][CH2:17][NH:18][C:26](=[O:28])[CH3:27])=[C:6]2[C:7]3[CH:13]=[C:12]([CH3:14])[O:11][C:8]=3[CH:9]=[CH:10][N:5]2[N:4]=1)[CH3:2]. (4) Given the reactants C([O:5][C:6](=[O:44])[C@@H:7]([NH:9][C:10]([C:12]1[N:16]2[C@@:17]([CH2:30][C:31]3[CH:36]=[CH:35][C:34]([C:37]4[CH:42]=[CH:41][C:40]([F:43])=[CH:39][CH:38]=4)=[CH:33][CH:32]=3)([CH3:29])[C:18](=[O:28])[N:19]([C:20]3[CH:25]=[C:24]([Cl:26])[CH:23]=[C:22]([Cl:27])[CH:21]=3)[C:15]2=[N:14][CH:13]=1)=[O:11])[CH3:8])(C)(C)C.C(O)(C(F)(F)F)=O, predict the reaction product. The product is: [Cl:27][C:22]1[CH:21]=[C:20]([N:19]2[C:15]3=[N:14][CH:13]=[C:12]([C:10]([NH:9][C@@H:7]([CH3:8])[C:6]([OH:44])=[O:5])=[O:11])[N:16]3[C@@:17]([CH2:30][C:31]3[CH:36]=[CH:35][C:34]([C:37]4[CH:38]=[CH:39][C:40]([F:43])=[CH:41][CH:42]=4)=[CH:33][CH:32]=3)([CH3:29])[C:18]2=[O:28])[CH:25]=[C:24]([Cl:26])[CH:23]=1.